Task: Predict the reaction yield, written as a fraction of the theoretical maximum amount of product (1.0 means a 100% yield; for example, 0.34 means a 34% yield).. Dataset: Reaction yield outcomes from USPTO patents with 853,638 reactions (1) The reactants are C(OC([N:8]1[CH2:17][CH2:16][C:15]2[C:10](=[CH:11][CH:12]=[C:13]([C:18](=[O:37])[NH:19][C:20]3[NH:24][C:23]4[CH:25]=[CH:26][CH:27]=[C:28]([C:29](=[O:36])[NH:30][C:31]5[NH:32][CH:33]=[CH:34][N:35]=5)[C:22]=4[N:21]=3)[CH:14]=2)[CH2:9]1)=O)(C)(C)C. The catalyst is Cl.O1CCOCC1. The product is [NH:32]1[CH:33]=[CH:34][N:35]=[C:31]1[NH:30][C:29]([C:28]1[C:22]2[N:21]=[C:20]([NH:19][C:18]([C:13]3[CH:14]=[C:15]4[C:10](=[CH:11][CH:12]=3)[CH2:9][NH:8][CH2:17][CH2:16]4)=[O:37])[NH:24][C:23]=2[CH:25]=[CH:26][CH:27]=1)=[O:36]. The yield is 1.00. (2) The reactants are [Cl:1][C:2]1[N:3]=[C:4]([N:23]2[CH2:28][CH2:27][O:26][CH2:25][CH2:24]2)[C:5]2[S:10][C:9]([CH2:11][N:12]3C(=O)C4C(=CC=CC=4)C3=O)=[CH:8][C:6]=2[N:7]=1.NN.O. The catalyst is CO. The product is [Cl:1][C:2]1[N:3]=[C:4]([N:23]2[CH2:24][CH2:25][O:26][CH2:27][CH2:28]2)[C:5]2[S:10][C:9]([CH2:11][NH2:12])=[CH:8][C:6]=2[N:7]=1. The yield is 0.730.